From a dataset of Forward reaction prediction with 1.9M reactions from USPTO patents (1976-2016). Predict the product of the given reaction. (1) Given the reactants [S:1]1[CH:5]=[CH:4][CH:3]=[C:2]1[C:6]1[N:10]=[C:9]([CH:11]2[CH2:16][CH2:15][N:14]([C:17](=[O:28])[CH2:18][N:19]3[CH:23]=[C:22]([Si](C)(C)C)[N:21]=[N:20]3)[CH2:13][CH2:12]2)[O:8][N:7]=1.[F-].C([N+](CCCC)(CCCC)CCCC)CCC, predict the reaction product. The product is: [S:1]1[CH:5]=[CH:4][CH:3]=[C:2]1[C:6]1[N:10]=[C:9]([CH:11]2[CH2:16][CH2:15][N:14]([C:17](=[O:28])[CH2:18][N:19]3[CH:23]=[CH:22][N:21]=[N:20]3)[CH2:13][CH2:12]2)[O:8][N:7]=1. (2) Given the reactants Br[C:2]1[CH:3]=[CH:4][C:5]2=[C:6]([CH:29]=1)[N:7]=[C:8]([NH:21][C:22](=[O:28])[O:23][C:24]([CH3:27])([CH3:26])[CH3:25])[CH2:9][C:10]([C:12](=[O:20])[N:13]([CH2:17][CH2:18][CH3:19])[CH2:14][CH2:15][CH3:16])=[CH:11]2.[Si:30]([O:37][C@@H:38]1[CH2:42][CH2:41][N:40]([C:43]([C:45]2[CH:50]=[CH:49][C:48](C3OC(C)(C)C(C)(C)O3)=[CH:47][CH:46]=2)=[O:44])[CH2:39]1)([C:33]([CH3:36])([CH3:35])[CH3:34])([CH3:32])[CH3:31], predict the reaction product. The product is: [Si:30]([O:37][C@@H:38]1[CH2:42][CH2:41][N:40]([C:43]([C:45]2[CH:50]=[CH:49][C:48]([C:2]3[CH:3]=[CH:4][C:5]4=[C:6]([CH:29]=3)[N:7]=[C:8]([NH:21][C:22](=[O:28])[O:23][C:24]([CH3:25])([CH3:27])[CH3:26])[CH2:9][C:10]([C:12](=[O:20])[N:13]([CH2:17][CH2:18][CH3:19])[CH2:14][CH2:15][CH3:16])=[CH:11]4)=[CH:47][CH:46]=2)=[O:44])[CH2:39]1)([C:33]([CH3:36])([CH3:35])[CH3:34])([CH3:32])[CH3:31]. (3) Given the reactants [C:1](O)([C:3](F)(F)F)=[O:2].C(Cl)(=O)C.BrC1[CH:18]=[CH:17][C:16]([CH2:19][C:20]([C:22]2[CH:27]=[CH:26][C:25]([Cl:28])=[CH:24][CH:23]=2)=O)=[CH:15][CH:14]=1, predict the reaction product. The product is: [Cl:28][C:25]1[CH:26]=[CH:27][C:22]([C:20]#[C:19][C:16]2[CH:17]=[CH:18][C:3]([CH:1]=[O:2])=[CH:14][CH:15]=2)=[CH:23][CH:24]=1. (4) Given the reactants [C:1]([C@H:5]1[O:9][C:8](=[O:10])[C@@:7]([C@@H:17]2[CH2:21][CH2:20][C:19](=[O:22])[CH2:18]2)([C:11]2[CH:16]=[CH:15][CH:14]=[CH:13][CH:12]=2)[O:6]1)([CH3:4])([CH3:3])[CH3:2].[BH4-].[Na+], predict the reaction product. The product is: [C:1]([C@H:5]1[O:9][C:8](=[O:10])[C@@:7]([C@@H:17]2[CH2:21][CH2:20][CH:19]([OH:22])[CH2:18]2)([C:11]2[CH:16]=[CH:15][CH:14]=[CH:13][CH:12]=2)[O:6]1)([CH3:4])([CH3:2])[CH3:3].